Dataset: Reaction yield outcomes from USPTO patents with 853,638 reactions. Task: Predict the reaction yield, written as a fraction of the theoretical maximum amount of product (1.0 means a 100% yield; for example, 0.34 means a 34% yield). The reactants are [F:1][C:2]1[CH:3]=[C:4]([CH:11]=[CH:12][C:13]=1[F:14])[CH:5]=[C:6]([C:9]#[N:10])[C:7]#[N:8].[BH4-].[Na+]. The catalyst is C(O)C. The product is [F:1][C:2]1[CH:3]=[C:4]([CH:11]=[CH:12][C:13]=1[F:14])[CH2:5][CH:6]([C:7]#[N:8])[C:9]#[N:10]. The yield is 0.800.